This data is from Peptide-MHC class I binding affinity with 185,985 pairs from IEDB/IMGT. The task is: Regression. Given a peptide amino acid sequence and an MHC pseudo amino acid sequence, predict their binding affinity value. This is MHC class I binding data. (1) The peptide sequence is NALEKALRW. The MHC is HLA-B46:01 with pseudo-sequence HLA-B46:01. The binding affinity (normalized) is 0.0847. (2) The binding affinity (normalized) is 0.544. The MHC is HLA-A23:01 with pseudo-sequence HLA-A23:01. The peptide sequence is TAYCPLQHW. (3) The peptide sequence is FIIDNFGSV. The MHC is HLA-B83:01 with pseudo-sequence HLA-B83:01. The binding affinity (normalized) is 0.213. (4) The peptide sequence is TQDLFLPFY. The MHC is HLA-A69:01 with pseudo-sequence HLA-A69:01. The binding affinity (normalized) is 0.0847. (5) The peptide sequence is QELKNSAVSL. The MHC is HLA-A02:01 with pseudo-sequence HLA-A02:01. The binding affinity (normalized) is 0. (6) The peptide sequence is QRSTLERTSKASLER. The MHC is HLA-B44:02 with pseudo-sequence HLA-B44:02. The binding affinity (normalized) is 0.00631. (7) The peptide sequence is RPFNNILNL. The MHC is HLA-B44:03 with pseudo-sequence HLA-B44:03. The binding affinity (normalized) is 0. (8) The peptide sequence is KLYKMRIPR. The MHC is HLA-B08:02 with pseudo-sequence HLA-B08:02. The binding affinity (normalized) is 0.0847. (9) The binding affinity (normalized) is 0.452. The MHC is HLA-A11:01 with pseudo-sequence HLA-A11:01. The peptide sequence is YLINPNILY. (10) The peptide sequence is SPRTLNAWV. The MHC is HLA-B42:02 with pseudo-sequence YHSEYRNIYAQTDESNLYLSYNYYTWAVDAYTWY. The binding affinity (normalized) is 0.644.